This data is from Forward reaction prediction with 1.9M reactions from USPTO patents (1976-2016). The task is: Predict the product of the given reaction. (1) Given the reactants [F:1][C:2]1[C:7]([CH3:8])=[CH:6][CH:5]=[CH:4][C:3]=1[OH:9].[H-].[Na+].FC(F)(F)S(O[C:18]1[C:27]2[C:26](=[O:28])[N:25]([CH2:29][C:30]3[CH:35]=[CH:34][C:33]([O:36][CH3:37])=[CH:32][CH:31]=3)[C:24](=[O:38])[N:23]([C:39]3[CH:44]=[CH:43][C:42]([I:45])=[CH:41][C:40]=3[F:46])[C:22]=2[N:21]([CH3:47])[C:20](=[O:48])[CH:19]=1)(=O)=O, predict the reaction product. The product is: [F:1][C:2]1[C:7]([CH3:8])=[CH:6][CH:5]=[CH:4][C:3]=1[O:9][C:18]1[C:27]2[C:26](=[O:28])[N:25]([CH2:29][C:30]3[CH:31]=[CH:32][C:33]([O:36][CH3:37])=[CH:34][CH:35]=3)[C:24](=[O:38])[N:23]([C:39]3[CH:44]=[CH:43][C:42]([I:45])=[CH:41][C:40]=3[F:46])[C:22]=2[N:21]([CH3:47])[C:20](=[O:48])[CH:19]=1. (2) Given the reactants [CH2:1]([O:8][C:9]1[CH:18]=[C:17]2[C:12]([C:13](=O)[NH:14][CH:15]=[N:16]2)=[CH:11][C:10]=1[O:20][CH3:21])[C:2]1[CH:7]=[CH:6][CH:5]=[CH:4][CH:3]=1.O=P(Cl)(Cl)[Cl:24], predict the reaction product. The product is: [CH2:1]([O:8][C:9]1[CH:18]=[C:17]2[C:12]([C:13]([Cl:24])=[N:14][CH:15]=[N:16]2)=[CH:11][C:10]=1[O:20][CH3:21])[C:2]1[CH:7]=[CH:6][CH:5]=[CH:4][CH:3]=1. (3) Given the reactants [Cl:1][C:2]1[CH:7]=[CH:6][C:5]([C:8]2([OH:28])[C:16]3[C:11](=[CH:12][CH:13]=[CH:14][CH:15]=3)[C:10](=[O:17])[N:9]2[CH2:18][C:19]2[CH:24]=[CH:23][C:22]([N+:25]([O-:27])=[O:26])=[CH:21][CH:20]=2)=[CH:4][CH:3]=1.[C@H:29]1(O)[CH2:34][CH2:33][C@H:32]([OH:35])[CH2:31][CH2:30]1, predict the reaction product. The product is: [Cl:1][C:2]1[CH:7]=[CH:6][C:5]([C:8]2([O:28][CH:29]3[CH2:34][CH2:33][CH:32]([OH:35])[CH2:31][CH2:30]3)[C:16]3[C:11](=[CH:12][CH:13]=[CH:14][CH:15]=3)[C:10](=[O:17])[N:9]2[CH2:18][C:19]2[CH:24]=[CH:23][C:22]([N+:25]([O-:27])=[O:26])=[CH:21][CH:20]=2)=[CH:4][CH:3]=1. (4) The product is: [CH:6]([N:8]1[CH2:13][CH2:12][N:11]([S:2]([CH3:1])(=[O:4])=[O:3])[CH2:10][CH2:9]1)=[O:7]. Given the reactants [CH3:1][S:2](Cl)(=[O:4])=[O:3].[CH:6]([N:8]1[CH2:13][CH2:12][NH:11][CH2:10][CH2:9]1)=[O:7].C(N(CC)CC)C.O, predict the reaction product. (5) Given the reactants [CH3:1][O:2][C:3](=[O:31])[CH:4]([C:9]1[CH:14]=[C:13]([O:15]CC2C=CC=CC=2)[CH:12]=[C:11]([O:23]CC2C=CC=CC=2)[CH:10]=1)[CH2:5][C:6]([CH3:8])=[CH2:7].[OH-].[Na+], predict the reaction product. The product is: [CH3:1][O:2][C:3](=[O:31])[CH:4]([C:9]1[CH:14]=[C:13]([OH:15])[CH:12]=[C:11]([OH:23])[CH:10]=1)[CH2:5][CH:6]([CH3:8])[CH3:7]. (6) Given the reactants [NH2:1][C:2]1[CH:3]=[C:4]([N:9]2[CH2:18][C:17]3[C:12](=[N:13][C:14](SC)=[N:15][CH:16]=3)[N:11]([CH3:21])[C:10]2=[O:22])[CH:5]=[CH:6][C:7]=1[F:8].ClC1C=C(C=CC=1)C(OO)=O.[NH3:34].O1CCOCC1, predict the reaction product. The product is: [NH2:34][C:14]1[N:13]=[C:12]2[N:11]([CH3:21])[C:10](=[O:22])[N:9]([C:4]3[CH:5]=[CH:6][C:7]([F:8])=[C:2]([NH2:1])[CH:3]=3)[CH2:18][C:17]2=[CH:16][N:15]=1. (7) Given the reactants [CH:1]([C:3]1[O:11][C:10]2[C:9]([N:12]3[CH2:17][CH2:16][N:15]([S:18]([NH2:21])(=[O:20])=[O:19])[CH2:14][CH2:13]3)=[CH:8][N:7]=[CH:6][C:5]=2[CH:4]=1)=O.[CH2:22]1[S:28][C:26](=[O:27])[NH:25][C:23]1=[O:24].NCCC(O)=O, predict the reaction product. The product is: [O:27]=[C:26]1[NH:25][C:23](=[O:24])/[C:22](=[CH:1]/[C:3]2[O:11][C:10]3[C:9]([N:12]4[CH2:13][CH2:14][N:15]([S:18]([NH2:21])(=[O:20])=[O:19])[CH2:16][CH2:17]4)=[CH:8][N:7]=[CH:6][C:5]=3[CH:4]=2)/[S:28]1. (8) The product is: [Cl:1][C:2]1[CH:3]=[C:4]([N:9]2[C:13]([C:14]3[CH:19]=[C:18]([CH3:20])[CH:17]=[C:16]([F:21])[CH:15]=3)=[CH:12][C:11]([C:22]([N:58]3[CH2:62][C:61](=[O:63])[NH:60][CH2:59]3)=[O:24])=[N:10]2)[CH:5]=[CH:6][C:7]=1[F:8]. Given the reactants [Cl:1][C:2]1[CH:3]=[C:4]([N:9]2[C:13]([C:14]3[CH:19]=[C:18]([CH3:20])[CH:17]=[C:16]([F:21])[CH:15]=3)=[CH:12][C:11]([C:22]([OH:24])=O)=[N:10]2)[CH:5]=[CH:6][C:7]=1[F:8].C(N(CC)C(C)C)(C)C.ClC1C=C(N2C(C3C=CC=C(OCCO)C=3)=CC(C([N:58]3[CH2:62][C:61](=[O:63])[NH:60][CH2:59]3)=O)=N2)C=CC=1, predict the reaction product. (9) Given the reactants [CH3:1][O:2][C:3]1[CH:19]=[CH:18][C:6]([CH2:7][C:8]2([CH3:17])[CH2:13][CH2:12][O:11][CH2:10]/[C:9]/2=[CH:14]\[O:15]C)=[CH:5][CH:4]=1.Cl, predict the reaction product. The product is: [CH3:1][O:2][C:3]1[CH:4]=[CH:5][C:6]([CH2:7][C:8]2([CH3:17])[CH2:13][CH2:12][O:11][CH2:10][CH:9]2[CH:14]=[O:15])=[CH:18][CH:19]=1. (10) Given the reactants [CH3:1][O:2][C:3]1[CH:31]=[CH:30][C:6]([CH2:7][N:8]2[C:12]3=[N:13][CH:14]=[C:15]([C:23]4[CH:28]=[CH:27][CH:26]=[CH:25][CH:24]=4)[C:16]([N:17]4[CH2:22][CH2:21][NH:20][CH2:19][CH2:18]4)=[C:11]3[C:10]([NH2:29])=[N:9]2)=[CH:5][CH:4]=1.[CH3:32][C:33]([O:36][C:37](O[C:37]([O:36][C:33]([CH3:35])([CH3:34])[CH3:32])=[O:38])=[O:38])([CH3:35])[CH3:34].O, predict the reaction product. The product is: [NH2:29][C:10]1[C:11]2[C:12](=[N:13][CH:14]=[C:15]([C:23]3[CH:28]=[CH:27][CH:26]=[CH:25][CH:24]=3)[C:16]=2[N:17]2[CH2:18][CH2:19][N:20]([C:37]([O:36][C:33]([CH3:35])([CH3:34])[CH3:32])=[O:38])[CH2:21][CH2:22]2)[N:8]([CH2:7][C:6]2[CH:5]=[CH:4][C:3]([O:2][CH3:1])=[CH:31][CH:30]=2)[N:9]=1.